From a dataset of NCI-60 drug combinations with 297,098 pairs across 59 cell lines. Regression. Given two drug SMILES strings and cell line genomic features, predict the synergy score measuring deviation from expected non-interaction effect. (1) Drug 1: CCCCCOC(=O)NC1=NC(=O)N(C=C1F)C2C(C(C(O2)C)O)O. Cell line: U251. Synergy scores: CSS=33.9, Synergy_ZIP=2.22, Synergy_Bliss=0.0184, Synergy_Loewe=-22.2, Synergy_HSA=-0.312. Drug 2: C1CN1C2=NC(=NC(=N2)N3CC3)N4CC4. (2) Drug 1: CC(CN1CC(=O)NC(=O)C1)N2CC(=O)NC(=O)C2. Drug 2: C1CN1P(=S)(N2CC2)N3CC3. Cell line: HOP-62. Synergy scores: CSS=27.3, Synergy_ZIP=-1.76, Synergy_Bliss=3.18, Synergy_Loewe=-3.54, Synergy_HSA=4.21. (3) Drug 1: CN1C(=O)N2C=NC(=C2N=N1)C(=O)N. Drug 2: CC1CCC2CC(C(=CC=CC=CC(CC(C(=O)C(C(C(=CC(C(=O)CC(OC(=O)C3CCCCN3C(=O)C(=O)C1(O2)O)C(C)CC4CCC(C(C4)OC)O)C)C)O)OC)C)C)C)OC. Cell line: SNB-19. Synergy scores: CSS=0.167, Synergy_ZIP=-2.01, Synergy_Bliss=-6.11, Synergy_Loewe=-10.6, Synergy_HSA=-7.55. (4) Drug 1: CCCCC(=O)OCC(=O)C1(CC(C2=C(C1)C(=C3C(=C2O)C(=O)C4=C(C3=O)C=CC=C4OC)O)OC5CC(C(C(O5)C)O)NC(=O)C(F)(F)F)O. Drug 2: CC1C(C(CC(O1)OC2CC(CC3=C2C(=C4C(=C3O)C(=O)C5=CC=CC=C5C4=O)O)(C(=O)C)O)N)O. Cell line: MOLT-4. Synergy scores: CSS=46.5, Synergy_ZIP=-0.628, Synergy_Bliss=-1.24, Synergy_Loewe=-20.9, Synergy_HSA=-1.29. (5) Drug 1: C1=CC(=CC=C1CCC2=CNC3=C2C(=O)NC(=N3)N)C(=O)NC(CCC(=O)O)C(=O)O. Drug 2: CCCS(=O)(=O)NC1=C(C(=C(C=C1)F)C(=O)C2=CNC3=C2C=C(C=N3)C4=CC=C(C=C4)Cl)F. Cell line: KM12. Synergy scores: CSS=-4.40, Synergy_ZIP=0.962, Synergy_Bliss=-2.77, Synergy_Loewe=-11.4, Synergy_HSA=-6.26.